This data is from Catalyst prediction with 721,799 reactions and 888 catalyst types from USPTO. The task is: Predict which catalyst facilitates the given reaction. The catalyst class is: 582. Product: [NH2:23][C:14]1[CH:15]=[C:16]([C:19]([F:21])([F:22])[F:20])[CH:17]=[CH:18][C:13]=1[NH:12][C:10]([NH:9][CH2:8][CH2:7][N:4]1[CH2:3][CH2:2][O:1][CH2:6][CH2:5]1)=[O:11]. Reactant: [O:1]1[CH2:6][CH2:5][N:4]([CH2:7][CH2:8][NH:9][C:10]([NH:12][C:13]2[CH:18]=[CH:17][C:16]([C:19]([F:22])([F:21])[F:20])=[CH:15][C:14]=2[N+:23]([O-])=O)=[O:11])[CH2:3][CH2:2]1.